This data is from NCI-60 drug combinations with 297,098 pairs across 59 cell lines. The task is: Regression. Given two drug SMILES strings and cell line genomic features, predict the synergy score measuring deviation from expected non-interaction effect. Drug 1: CC12CCC3C(C1CCC2OP(=O)(O)O)CCC4=C3C=CC(=C4)OC(=O)N(CCCl)CCCl.[Na+]. Drug 2: N.N.Cl[Pt+2]Cl. Cell line: EKVX. Synergy scores: CSS=12.3, Synergy_ZIP=-3.97, Synergy_Bliss=0.307, Synergy_Loewe=-29.0, Synergy_HSA=-0.997.